This data is from Reaction yield outcomes from USPTO patents with 853,638 reactions. The task is: Predict the reaction yield, written as a fraction of the theoretical maximum amount of product (1.0 means a 100% yield; for example, 0.34 means a 34% yield). The yield is 0.840. The reactants are C1(O[C:8](=[O:26])[NH:9][C:10]2[N:11]([C:19]3[CH:24]=[CH:23][C:22]([CH3:25])=[CH:21][CH:20]=3)[N:12]=[C:13]([C:15]([CH3:18])([CH3:17])[CH3:16])[CH:14]=2)C=CC=CC=1.[NH2:27][C:28]1[C:37]2[C:32](=[CH:33][CH:34]=[CH:35][CH:36]=2)[C:31]([N:38]2[C:46]3[CH:45]=[CH:44][N:43]=[CH:42][C:41]=3[CH:40]=[CH:39]2)=[CH:30][CH:29]=1.CO. The catalyst is CS(C)=O.ClCCl. The product is [C:15]([C:13]1[CH:14]=[C:10]([NH:9][C:8]([NH:27][C:28]2[C:37]3[C:32](=[CH:33][CH:34]=[CH:35][CH:36]=3)[C:31]([N:38]3[C:46]4[CH:45]=[CH:44][N:43]=[CH:42][C:41]=4[CH:40]=[CH:39]3)=[CH:30][CH:29]=2)=[O:26])[N:11]([C:19]2[CH:20]=[CH:21][C:22]([CH3:25])=[CH:23][CH:24]=2)[N:12]=1)([CH3:18])([CH3:17])[CH3:16].